This data is from Full USPTO retrosynthesis dataset with 1.9M reactions from patents (1976-2016). The task is: Predict the reactants needed to synthesize the given product. (1) Given the product [C:16]([CH2:18][C:19]([N:4]([CH:1]1[CH2:2][CH2:3]1)[C:5]([NH:7][C:8]1[CH:13]=[CH:12][C:11]([I:14])=[CH:10][C:9]=1[F:15])=[O:6])=[O:20])#[N:17], predict the reactants needed to synthesize it. The reactants are: [CH:1]1([NH:4][C:5]([NH:7][C:8]2[CH:13]=[CH:12][C:11]([I:14])=[CH:10][C:9]=2[F:15])=[O:6])[CH2:3][CH2:2]1.[C:16]([CH2:18][C:19](O)=[O:20])#[N:17].CN(C)C=O.CS(Cl)(=O)=O. (2) Given the product [CH2:1]([S:3]([C:6]1[CH:14]=[CH:13][C:9]([CH2:10][OH:11])=[CH:8][CH:7]=1)(=[O:5])=[O:4])[CH3:2], predict the reactants needed to synthesize it. The reactants are: [CH2:1]([S:3]([C:6]1[CH:14]=[CH:13][C:9]([C:10](O)=[O:11])=[CH:8][CH:7]=1)(=[O:5])=[O:4])[CH3:2].B. (3) Given the product [C:20]([O:19][C:17]([NH:16][CH2:15][CH2:14][CH2:13][C@H:12]([NH:11][C:9](=[O:10])[O:8][CH2:1][C:2]1[CH:3]=[CH:4][CH:5]=[CH:6][CH:7]=1)[C:24]([NH:38][CH2:37][CH2:36][CH2:35][C@H:34]([NH:33][C:32]([O:31][C:27]([CH3:30])([CH3:29])[CH3:28])=[O:41])[CH2:39][OH:40])=[O:26])=[O:18])([CH3:21])([CH3:22])[CH3:23], predict the reactants needed to synthesize it. The reactants are: [CH2:1]([O:8][C:9]([NH:11][C@H:12]([C:24]([OH:26])=O)[CH2:13][CH2:14][CH2:15][NH:16][C:17]([O:19][C:20]([CH3:23])([CH3:22])[CH3:21])=[O:18])=[O:10])[C:2]1[CH:7]=[CH:6][CH:5]=[CH:4][CH:3]=1.[C:27]([O:31][C:32](=[O:41])[NH:33][C@H:34]([CH2:39][OH:40])[CH2:35][CH2:36][CH2:37][NH2:38])([CH3:30])([CH3:29])[CH3:28].C(Cl)CCl.C1C=CC2N(O)N=NC=2C=1. (4) Given the product [CH2:8]([C@H:15]1[CH2:19][O:18][C:17](=[O:20])[N:16]1[C:21](=[O:42])[C@@H:22]([O:32][C:33]1[CH:38]=[CH:37][C:36]([CH:39]([CH3:40])[CH3:41])=[CH:35][CH:34]=1)[CH2:23][C:24]1[CH:29]=[CH:28][C:27]([OH:30])=[CH:26][CH:25]=1)[C:9]1[CH:14]=[CH:13][CH:12]=[CH:11][CH:10]=1, predict the reactants needed to synthesize it. The reactants are: C([SiH](CC)CC)C.[CH2:8]([C@H:15]1[CH2:19][O:18][C:17](=[O:20])[N:16]1[C:21](=[O:42])[C@@H:22]([O:32][C:33]1[CH:38]=[CH:37][C:36]([CH:39]([CH3:41])[CH3:40])=[CH:35][CH:34]=1)[C@H:23](O)[C:24]1[CH:29]=[CH:28][C:27]([OH:30])=[CH:26][CH:25]=1)[C:9]1[CH:14]=[CH:13][CH:12]=[CH:11][CH:10]=1.